From a dataset of Catalyst prediction with 721,799 reactions and 888 catalyst types from USPTO. Predict which catalyst facilitates the given reaction. (1) Reactant: [F:1][C:2]([F:24])([F:23])[C:3]1[CH:22]=[CH:21][C:6]([C:7]([N:9]2[CH2:14][CH2:13][N:12]([CH2:15][C:16]([O:18]CC)=O)[CH2:11][CH2:10]2)=[O:8])=[CH:5][CH:4]=1.[NH2:25][NH2:26]. Product: [F:24][C:2]([F:23])([F:1])[C:3]1[CH:22]=[CH:21][C:6]([C:7]([N:9]2[CH2:10][CH2:11][N:12]([CH2:15][C:16]([NH:25][NH2:26])=[O:18])[CH2:13][CH2:14]2)=[O:8])=[CH:5][CH:4]=1. The catalyst class is: 14. (2) Reactant: [CH:1]1([CH2:7][O:8][C:9]2[C:10]([NH2:16])=[N:11][CH:12]=[C:13]([CH3:15])[CH:14]=2)[CH2:6][CH2:5][CH2:4][CH2:3][CH2:2]1.Cl[CH:18]([C:24](=O)[CH3:25])[C:19]([O:21][CH2:22][CH3:23])=[O:20].C(N(CC)CC)C.C(OC(C)C)(C)C. Product: [CH:1]1([CH2:7][O:8][C:9]2[C:10]3[N:11]([C:18]([C:19]([O:21][CH2:22][CH3:23])=[O:20])=[C:24]([CH3:25])[N:16]=3)[CH:12]=[C:13]([CH3:15])[CH:14]=2)[CH2:2][CH2:3][CH2:4][CH2:5][CH2:6]1. The catalyst class is: 93. (3) Reactant: [Cl:1][C:2]1[CH:10]=[CH:9][CH:8]=[C:7]([Cl:11])[C:3]=1[C:4](Cl)=[O:5].C([O:14][C:15]([C:17]1[C:21]([NH2:22])=[CH:20][NH:19][N:18]=1)=[O:16])C.C(N(CC)CC)C.C(Cl)(=O)C1C=CC=CC=1. Product: [Cl:1][C:2]1[CH:10]=[CH:9][CH:8]=[C:7]([Cl:11])[C:3]=1[C:4]([NH:22][C:21]1[C:17]([C:15]([OH:16])=[O:14])=[N:18][NH:19][CH:20]=1)=[O:5]. The catalyst class is: 12. (4) Reactant: [CH2:1]([O:8][C:9]([N:11]1[CH2:15][CH2:14][CH:13]([CH2:16][OH:17])[CH2:12]1)=[O:10])[C:2]1[CH:7]=[CH:6][CH:5]=[CH:4][CH:3]=1.C(N(CC)CC)C.[C:25]1([CH3:35])[CH:30]=[CH:29][C:28]([S:31](Cl)(=[O:33])=[O:32])=[CH:27][CH:26]=1. Product: [CH2:1]([O:8][C:9]([N:11]1[CH2:15][CH2:14][CH:13]([CH2:16][O:17][S:31]([C:28]2[CH:29]=[CH:30][C:25]([CH3:35])=[CH:26][CH:27]=2)(=[O:33])=[O:32])[CH2:12]1)=[O:10])[C:2]1[CH:7]=[CH:6][CH:5]=[CH:4][CH:3]=1. The catalyst class is: 4. (5) Reactant: [Br:1][C:2]1[C:10]2[C:5](=[CH:6][CH:7]=[CH:8][C:9]=2[N+:11]([O-:13])=[O:12])[N:4]([CH2:14][C:15]([O:17]CC)=O)[N:3]=1.[NH2:20][NH2:21]. Product: [Br:1][C:2]1[C:10]2[C:5](=[CH:6][CH:7]=[CH:8][C:9]=2[N+:11]([O-:13])=[O:12])[N:4]([CH2:14][C:15]([NH:20][NH2:21])=[O:17])[N:3]=1. The catalyst class is: 14. (6) Reactant: Cl.[N:2]1[CH:7]=[CH:6][CH:5]=[CH:4][C:3]=1[C:8]1[CH:16]=[CH:15][C:11]([C:12]([OH:14])=O)=[CH:10][CH:9]=1.[CH3:17][O:18][C:19]1[CH:24]=[CH:23][CH:22]=[CH:21][C:20]=1[N:25]1[CH2:30][CH2:29][N:28]([CH2:31][CH2:32][CH2:33][CH2:34][NH2:35])[CH2:27][CH2:26]1.C([O-])(=O)C([O-])=O. Product: [CH3:17][O:18][C:19]1[CH:24]=[CH:23][CH:22]=[CH:21][C:20]=1[N:25]1[CH2:26][CH2:27][N:28]([CH2:31][CH2:32][CH2:33][CH2:34][NH:35][C:12](=[O:14])[C:11]2[CH:10]=[CH:9][C:8]([C:3]3[CH:4]=[CH:5][CH:6]=[CH:7][N:2]=3)=[CH:16][CH:15]=2)[CH2:29][CH2:30]1. The catalyst class is: 6. (7) Reactant: CC1(C)COB([C:8]2[CH:9]=[C:10]([C@@H:14]([NH:18][C:19](=[O:25])[O:20][C:21]([CH3:24])([CH3:23])[CH3:22])[CH2:15][CH:16]=[CH2:17])[CH:11]=[CH:12][CH:13]=2)OC1.Br[C:28]1[C:33]([NH2:34])=[CH:32][C:31]([O:35][CH3:36])=[CH:30][N:29]=1.C([O-])([O-])=O.[Na+].[Na+]. Product: [NH2:34][C:33]1[C:28]([C:8]2[CH:9]=[C:10]([C@@H:14]([NH:18][C:19](=[O:25])[O:20][C:21]([CH3:22])([CH3:23])[CH3:24])[CH2:15][CH:16]=[CH2:17])[CH:11]=[CH:12][CH:13]=2)=[N:29][CH:30]=[C:31]([O:35][CH3:36])[CH:32]=1. The catalyst class is: 203. (8) Reactant: [F:1][C:2]1[C:3]([O:10][CH2:11][C:12]2[CH:17]=[CH:16][CH:15]=[CH:14][CH:13]=2)=[C:4]([CH:7]=[CH:8][CH:9]=1)[C:5]#[N:6].[Li+].C[Si]([N-:23][Si](C)(C)C)(C)C. Product: [F:1][C:2]1[C:3]([O:10][CH2:11][C:12]2[CH:17]=[CH:16][CH:15]=[CH:14][CH:13]=2)=[C:4]([C:5](=[NH:23])[NH2:6])[CH:7]=[CH:8][CH:9]=1. The catalyst class is: 28. (9) Reactant: [C:1]([C:5]1[N:9]([CH2:10][CH:11]2[CH2:16][CH2:15][C:14]([F:18])([F:17])[CH2:13][CH2:12]2)[C:8]2[CH:19]=[CH:20][C:21]([C:23](O)=[O:24])=[CH:22][C:7]=2[N:6]=1)([CH3:4])([CH3:3])[CH3:2].CCN(C(C)C)C(C)C.CN(C(ON1N=NC2C=CC=NC1=2)=[N+](C)C)C.F[P-](F)(F)(F)(F)F.[C:59]([NH:66][CH:67]1[CH2:72][CH2:71][NH:70][CH2:69][CH2:68]1)([O:61][C:62]([CH3:65])([CH3:64])[CH3:63])=[O:60]. Product: [C:62]([O:61][C:59](=[O:60])[NH:66][CH:67]1[CH2:72][CH2:71][N:70]([C:23]([C:21]2[CH:20]=[CH:19][C:8]3[N:9]([CH2:10][CH:11]4[CH2:16][CH2:15][C:14]([F:18])([F:17])[CH2:13][CH2:12]4)[C:5]([C:1]([CH3:2])([CH3:3])[CH3:4])=[N:6][C:7]=3[CH:22]=2)=[O:24])[CH2:69][CH2:68]1)([CH3:65])([CH3:63])[CH3:64]. The catalyst class is: 3. (10) Reactant: [CH3:1][C:2]([CH3:46])=[CH:3][CH2:4][CH2:5]/[C:6](/[CH3:45])=[CH:7]/[CH2:8][CH2:9]/[C:10](/[CH3:44])=[CH:11]/[CH2:12][CH2:13]/[C:14](/[CH3:43])=[CH:15]/[CH2:16][CH2:17]/[C:18](/[CH3:42])=[CH:19]/[CH2:20][CH2:21]/[C:22](/[CH3:41])=[CH:23]/[CH2:24][CH2:25]/[C:26](/[CH3:40])=[CH:27]/[CH2:28][CH2:29]/[C:30](/[CH3:39])=[CH:31]/[CH2:32][CH2:33]/[C:34](/[CH3:38])=[CH:35]/[CH2:36]O.C(N(CC)CC)C.P(Br)(Br)[Br:55]. Product: [CH3:1][C:2]([CH3:46])=[CH:3][CH2:4][CH2:5]/[C:6](/[CH3:45])=[CH:7]/[CH2:8][CH2:9]/[C:10](/[CH3:44])=[CH:11]/[CH2:12][CH2:13]/[C:14](/[CH3:43])=[CH:15]/[CH2:16][CH2:17]/[C:18](/[CH3:42])=[CH:19]/[CH2:20][CH2:21]/[C:22](/[CH3:41])=[CH:23]/[CH2:24][CH2:25]/[C:26](/[CH3:40])=[CH:27]/[CH2:28][CH2:29]/[C:30](/[CH3:39])=[CH:31]/[CH2:32][CH2:33]/[C:34](/[CH3:38])=[CH:35]/[CH2:36][Br:55]. The catalyst class is: 81.